Dataset: Forward reaction prediction with 1.9M reactions from USPTO patents (1976-2016). Task: Predict the product of the given reaction. (1) Given the reactants [CH3:1][C:2]1[CH:3]=[C:4]([C:8]([C:10]2[CH:15]=[CH:14][CH:13]=[CH:12][N:11]=2)=O)[O:5][C:6]=1[CH3:7].[NH3:16], predict the reaction product. The product is: [CH3:1][C:2]1[CH:3]=[C:4]([OH:5])[C:8]([C:10]2[CH:15]=[CH:14][CH:13]=[CH:12][N:11]=2)=[N:16][C:6]=1[CH3:7]. (2) Given the reactants [F:1][CH:2]([F:25])[C:3]1[N:8]2[N:9]=[CH:10][C:11]([C:12]([OH:14])=O)=[C:7]2[N:6]=[C:5]([C:15]2[CH:20]=[CH:19][C:18]([C:21]([F:24])([F:23])[F:22])=[CH:17][CH:16]=2)[CH:4]=1.[OH:26][CH2:27][CH:28]([NH:31][S:32]([C:35]1[S:39][C:38]([NH2:40])=[N:37][C:36]=1[CH3:41])(=[O:34])=[O:33])[CH2:29][OH:30], predict the reaction product. The product is: [OH:26][CH2:27][CH:28]([NH:31][S:32]([C:35]1[S:39][C:38]([NH:40][C:12]([C:11]2[CH:10]=[N:9][N:8]3[C:3]([CH:2]([F:25])[F:1])=[CH:4][C:5]([C:15]4[CH:16]=[CH:17][C:18]([C:21]([F:22])([F:23])[F:24])=[CH:19][CH:20]=4)=[N:6][C:7]=23)=[O:14])=[N:37][C:36]=1[CH3:41])(=[O:34])=[O:33])[CH2:29][OH:30]. (3) Given the reactants Br[C:2]1[CH:3]=[C:4]([C:8]2[O:12][C:11]([C:13]3[CH:14]=[N:15][CH:16]=[CH:17][CH:18]=3)=[N:10][N:9]=2)[CH:5]=[CH:6][CH:7]=1.[B:19]1([B:19]2[O:23][C:22]([CH3:25])([CH3:24])[C:21]([CH3:27])([CH3:26])[O:20]2)[O:23][C:22]([CH3:25])([CH3:24])[C:21]([CH3:27])([CH3:26])[O:20]1.ClCCl.C([O-])(=O)C.[K+], predict the reaction product. The product is: [CH3:26][C:21]1([CH3:27])[C:22]([CH3:25])([CH3:24])[O:23][B:19]([C:2]2[CH:3]=[C:4]([C:8]3[O:12][C:11]([C:13]4[CH:14]=[N:15][CH:16]=[CH:17][CH:18]=4)=[N:10][N:9]=3)[CH:5]=[CH:6][CH:7]=2)[O:20]1. (4) Given the reactants [N:1]1([C:7]2[N:8]=[C:9]([CH2:14][C:15]([O-:17])=O)[NH:10][C:11](=[O:13])[CH:12]=2)[CH2:6][CH2:5][O:4][CH2:3][CH2:2]1.[Na+].[C:19]1([CH:25]2[CH2:33][C:32]3[C:27](=[CH:28][CH:29]=[CH:30][CH:31]=3)[NH:26]2)[CH:24]=[CH:23][CH:22]=[CH:21][CH:20]=1.Cl.CN(C)CCCN=C=NCC, predict the reaction product. The product is: [N:1]1([C:7]2[N:8]=[C:9]([CH2:14][C:15](=[O:17])[N:26]3[C:27]4[C:32](=[CH:31][CH:30]=[CH:29][CH:28]=4)[CH2:33][CH:25]3[C:19]3[CH:24]=[CH:23][CH:22]=[CH:21][CH:20]=3)[NH:10][C:11](=[O:13])[CH:12]=2)[CH2:2][CH2:3][O:4][CH2:5][CH2:6]1. (5) Given the reactants [CH:1](=O)[C:2]1C=CC=CC=1.[CH3:9][C:10](=[CH:13][C:14]1[CH:19]=[CH:18][CH:17]=[CH:16][CH:15]=1)[CH:11]=[O:12], predict the reaction product. The product is: [CH3:9]/[C:10](/[CH:11]([OH:12])[CH2:1][CH3:2])=[CH:13]\[C:14]1[CH:19]=[CH:18][CH:17]=[CH:16][CH:15]=1. (6) Given the reactants [CH3:1][C:2]1[C:6]([O:7][C:8]2[CH:17]=[CH:16][C:11]([C:12]([O:14][CH3:15])=[O:13])=[CH:10][CH:9]=2)=[C:5]([CH3:18])[NH:4][N:3]=1.[F:19][C:20]([F:31])([F:30])[C:21]1[CH:28]=[C:27](F)[CH:26]=[CH:25][C:22]=1[C:23]#[N:24], predict the reaction product. The product is: [C:23]([C:22]1[CH:25]=[CH:26][C:27]([N:3]2[C:2]([CH3:1])=[C:6]([O:7][C:8]3[CH:17]=[CH:16][C:11]([C:12]([O:14][CH3:15])=[O:13])=[CH:10][CH:9]=3)[C:5]([CH3:18])=[N:4]2)=[CH:28][C:21]=1[C:20]([F:19])([F:30])[F:31])#[N:24]. (7) Given the reactants [NH2:1][C:2]1[CH:19]=[CH:18][C:5]([O:6][C:7]2[CH:8]=[C:9]([CH:15]=[CH:16][CH:17]=2)[N:10]([CH2:13][CH3:14])[CH2:11][CH3:12])=[C:4]([Cl:20])[CH:3]=1.C([O:25][C:26](=O)[NH:27][CH2:28][CH2:29][N:30]1[C:38]2[C:37](Cl)=[N:36][CH:35]=[N:34][C:33]=2[CH:32]=[CH:31]1)(C)(C)C.Cl.C(OCC)(=O)C.[CH3:48][S:49]([CH2:52]C(O)=O)(=[O:51])=[O:50].Cl.C(N=C=NCCCN(C)C)C.ON1C2C=CC=CC=2N=N1, predict the reaction product. The product is: [Cl:20][C:4]1[CH:3]=[C:2]([NH:1][C:37]2[C:38]3[N:30]([CH2:29][CH2:28][NH:27][C:26](=[O:25])[CH2:48][S:49]([CH3:52])(=[O:51])=[O:50])[CH:31]=[CH:32][C:33]=3[N:34]=[CH:35][N:36]=2)[CH:19]=[CH:18][C:5]=1[O:6][C:7]1[CH:17]=[CH:16][CH:15]=[C:9]([N:10]([CH2:13][CH3:14])[CH2:11][CH3:12])[CH:8]=1.